This data is from Reaction yield outcomes from USPTO patents with 853,638 reactions. The task is: Predict the reaction yield, written as a fraction of the theoretical maximum amount of product (1.0 means a 100% yield; for example, 0.34 means a 34% yield). (1) The reactants are Br[C:2]1[CH:7]=[CH:6][C:5]([C:8]2[N:12]([CH2:13][C@@H:14]3[CH2:18][CH2:17][N:16]([C:19]([CH:21]4[CH2:23][CH2:22]4)=[O:20])[CH2:15]3)[N:11]=[N:10][N:9]=2)=[CH:4][CH:3]=1.CC1(C)C(C)(C)OB([C:32]2[CH:33]=[CH:34][C:35]3[O:39][CH:38]=[CH:37][C:36]=3[CH:40]=2)O1. The catalyst is CC#N.C1C=CC([P]([Pd]([P](C2C=CC=CC=2)(C2C=CC=CC=2)C2C=CC=CC=2)([P](C2C=CC=CC=2)(C2C=CC=CC=2)C2C=CC=CC=2)[P](C2C=CC=CC=2)(C2C=CC=CC=2)C2C=CC=CC=2)(C2C=CC=CC=2)C2C=CC=CC=2)=CC=1. The product is [O:39]1[C:35]2[CH:34]=[CH:33][C:32]([C:2]3[CH:7]=[CH:6][C:5]([C:8]4[N:12]([CH2:13][C@@H:14]5[CH2:18][CH2:17][N:16]([C:19]([CH:21]6[CH2:23][CH2:22]6)=[O:20])[CH2:15]5)[N:11]=[N:10][N:9]=4)=[CH:4][CH:3]=3)=[CH:40][C:36]=2[CH:37]=[CH:38]1. The yield is 0.740. (2) The reactants are [CH:1]([C:3]1[C:8](C(C)C)=[CH:7][CH:6]=[CH:5][C:4]=1[O:12][CH3:13])=[O:2].[H-].[Na+].CI.[CH2:18]1[CH2:22]OC[CH2:19]1. The catalyst is CN(C=O)C. The product is [CH:1]([C:3]1[CH:8]=[CH:7][CH:6]=[C:5]([CH:18]([CH3:22])[CH3:19])[C:4]=1[O:12][CH3:13])=[O:2]. The yield is 0.940. (3) The reactants are CS(C)=O.[Br:5][C:6]1[CH:7]=[CH:8][C:9]([F:13])=[C:10]([SH:12])[CH:11]=1.CS(O[CH:19]1[CH2:24][CH2:23][CH2:22][C:21]([CH3:26])([CH3:25])[CH2:20]1)(=O)=O.C(=O)([O-])[O-].[Cs+].[Cs+]. The catalyst is CCOCC. The product is [Br:5][C:6]1[CH:7]=[CH:8][C:9]([F:13])=[C:10]([S:12][CH:19]2[CH2:24][CH2:23][CH2:22][C:21]([CH3:26])([CH3:25])[CH2:20]2)[CH:11]=1. The yield is 0.440. (4) The reactants are [CH2:1]([C@H:3]1[N:13]2[C@@H:7]([S:8][CH2:9][CH2:10][C@H:11]([NH:15]C(=O)OC(C)(C)C)[C:12]2=[O:14])[CH2:6][CH2:5][CH2:4]1)[CH3:2].[C:23]([OH:29])([C:25]([F:28])([F:27])[F:26])=[O:24]. The catalyst is C(Cl)Cl. The product is [F:26][C:25]([F:28])([F:27])[C:23]([OH:29])=[O:24].[NH2:15][C@H:11]1[CH2:10][CH2:9][S:8][C@H:7]2[CH2:6][CH2:5][CH2:4][C@@H:3]([CH2:1][CH3:2])[N:13]2[C:12]1=[O:14]. The yield is 1.00. (5) The reactants are C([Li])CCC.C(NC(C)C)(C)C.[Cl:13][C:14]1[CH:19]=[CH:18][CH:17]=[C:16]([F:20])[C:15]=1[CH:21]([F:23])[CH3:22].C(O[B:28]1[O:32][C:31]([CH3:34])([CH3:33])[C:30]([CH3:36])([CH3:35])[O:29]1)(C)C. The catalyst is C1COCC1.Cl. The product is [Cl:13][C:14]1[CH:19]=[CH:18][C:17]([B:28]2[O:32][C:31]([CH3:34])([CH3:33])[C:30]([CH3:36])([CH3:35])[O:29]2)=[C:16]([F:20])[C:15]=1[CH:21]([F:23])[CH3:22]. The yield is 0.940. (6) The reactants are [CH3:1][N:2]1[CH:7]2[CH2:8][CH2:9][CH2:10][CH:3]1[CH2:4][C:5](N1CCCC1)=[CH:6]2.[CH3:16][O:17][C:18]1[CH:27]=[CH:26][C:21]([CH2:22][N:23]=[N+:24]=[N-:25])=[CH:20][CH:19]=1. No catalyst specified. The product is [CH3:1][N:2]1[CH:7]2[CH2:8][CH2:9][CH2:10][CH:3]1[C:4]1[N:25]=[N:24][N:23]([CH2:22][C:21]3[CH:20]=[CH:19][C:18]([O:17][CH3:16])=[CH:27][CH:26]=3)[C:5]=1[CH2:6]2. The yield is 0.570. (7) The reactants are [N:1]1[CH:6]=[CH:5][CH:4]=[CH:3][C:2]=1[C:7]1[O:11][C:10]([C:12]([O:14]C)=O)=[N:9][N:8]=1.Br[CH2:17][CH2:18][CH2:19][CH2:20][CH2:21][C:22]1[CH:27]=[CH:26][CH:25]=[CH:24][CH:23]=1. No catalyst specified. The product is [C:22]1([CH2:21][CH2:20][CH2:19][CH2:18][CH2:17][C:12]([C:10]2[O:11][C:7]([C:2]3[CH:3]=[CH:4][CH:5]=[CH:6][N:1]=3)=[N:8][N:9]=2)=[O:14])[CH:27]=[CH:26][CH:25]=[CH:24][CH:23]=1. The yield is 0.490. (8) The reactants are [C:1]([O:5][C:6]([NH:8][C:9]1[N:10]=[C:11]([C:15]([O:17]C)=[O:16])[N:12]([CH3:14])[CH:13]=1)=[O:7])([CH3:4])([CH3:3])[CH3:2].[OH-].[Na+]. The catalyst is C1COCC1.O.O. The product is [C:1]([O:5][C:6]([NH:8][C:9]1[N:10]=[C:11]([C:15]([OH:17])=[O:16])[N:12]([CH3:14])[CH:13]=1)=[O:7])([CH3:4])([CH3:2])[CH3:3]. The yield is 0.810.